This data is from Forward reaction prediction with 1.9M reactions from USPTO patents (1976-2016). The task is: Predict the product of the given reaction. (1) Given the reactants Cl.[NH2:2][OH:3].C[O-].[Na+].C[O:8][C:9](=O)[C@@H:10]([NH:14][C:15](=[O:24])[C:16]1[CH:21]=[CH:20][C:19]([F:22])=[C:18]([Br:23])[CH:17]=1)[C@H:11]([OH:13])[CH3:12].Cl, predict the reaction product. The product is: [Br:23][C:18]1[CH:17]=[C:16]([CH:21]=[CH:20][C:19]=1[F:22])[C:15]([NH:14][C@H:10]([C:9]([NH:2][OH:3])=[O:8])[C@H:11]([OH:13])[CH3:12])=[O:24]. (2) Given the reactants [CH3:1][O:2][C:3]1[CH:4]=[C:5]([CH:7]=[CH:8][CH:9]=1)[NH2:6].CC[O:12][CH:13]=[C:14]([C:20](OCC)=O)[C:15]([O:17][CH2:18][CH3:19])=[O:16], predict the reaction product. The product is: [CH3:1][O:2][C:3]1[CH:4]=[C:5]2[C:7]([C:13]([OH:12])=[C:14]([C:15]([O:17][CH2:18][CH3:19])=[O:16])[CH:20]=[N:6]2)=[CH:8][CH:9]=1. (3) Given the reactants [N:1]1[CH:6]=[CH:5][CH:4]=[C:3]([C:7]#[N:8])[C:2]=1[C:9]1[CH2:10][CH2:11][NH:12][CH2:13][CH:14]=1.ClCC(NC1C(C)=CC=CC=1C)=O.Cl[CH2:29][C:30]([NH:32][C:33]1[CH:38]=[CH:37][C:36]([O:39][C:40]([F:43])([F:42])[F:41])=[CH:35][CH:34]=1)=[O:31], predict the reaction product. The product is: [C:7]([C:3]1[C:2]([C:9]2[CH2:10][CH2:11][N:12]([CH2:29][C:30]([NH:32][C:33]3[CH:34]=[CH:35][C:36]([O:39][C:40]([F:41])([F:42])[F:43])=[CH:37][CH:38]=3)=[O:31])[CH2:13][CH:14]=2)=[N:1][CH:6]=[CH:5][CH:4]=1)#[N:8].